This data is from Reaction yield outcomes from USPTO patents with 853,638 reactions. The task is: Predict the reaction yield, written as a fraction of the theoretical maximum amount of product (1.0 means a 100% yield; for example, 0.34 means a 34% yield). (1) The yield is 0.990. The reactants are Br[CH2:2][C:3]1[C:12]2[C:7](=[CH:8][C:9]([O:13][CH3:14])=[CH:10][CH:11]=2)[O:6][C:5](=[O:15])[CH:4]=1.Cl.[OH-:17].[Na+]. The product is [CH3:14][O:13][C:9]1[CH:10]=[CH:11][C:12]2[C:3]([CH2:4][C:5]([OH:15])=[O:17])=[CH:2][O:6][C:7]=2[CH:8]=1. No catalyst specified. (2) No catalyst specified. The yield is 0.496. The reactants are [Cl:1][C:2]1[CH:10]=[C:6]([C:7]([OH:9])=O)[C:5]([OH:11])=[CH:4][CH:3]=1.[CH2:12]([O:14][C:15]([C:17]1[C:18]2[CH2:26][CH2:25][CH2:24][CH2:23][C:19]=2[S:20][C:21]=1[NH2:22])=[O:16])[CH3:13]. The product is [CH2:12]([O:14][C:15]([C:17]1[C:18]2[CH2:26][CH2:25][CH2:24][CH2:23][C:19]=2[S:20][C:21]=1[NH:22][C:7](=[O:9])[C:6]1[CH:10]=[C:2]([Cl:1])[CH:3]=[CH:4][C:5]=1[OH:11])=[O:16])[CH3:13]. (3) The reactants are P(Cl)(Cl)(Cl)=O.[F:6][CH:7]([F:19])[O:8][C:9]1[CH:10]=[C:11]2[C:15](=[CH:16][CH:17]=1)[N:14]([CH3:18])[CH:13]=[CH:12]2.[OH-].[Na+].CN([CH:25]=[O:26])C. The catalyst is O. The product is [F:19][CH:7]([F:6])[O:8][C:9]1[CH:10]=[C:11]2[C:15](=[CH:16][CH:17]=1)[N:14]([CH3:18])[CH:13]=[C:12]2[CH:25]=[O:26]. The yield is 0.930. (4) The reactants are [CH:1]1([CH2:4][C:5](=[O:20])[CH2:6][C:7]2[CH:12]=[CH:11][N:10]=[C:9]([NH:13][C:14]3[CH:19]=[CH:18][N:17]=[CH:16][CH:15]=3)[N:8]=2)[CH2:3][CH2:2]1.[CH3:21][N:22]([CH:24](OC)OC)[CH3:23]. No catalyst specified. The product is [CH:1]1([CH2:4][C:5](=[O:20])/[C:6](/[C:7]2[CH:12]=[CH:11][N:10]=[C:9]([NH:13][C:14]3[CH:19]=[CH:18][N:17]=[CH:16][CH:15]=3)[N:8]=2)=[CH:21]\[N:22]([CH3:24])[CH3:23])[CH2:2][CH2:3]1. The yield is 0.990. (5) The reactants are [CH3:1][N:2]1[C:6](=[O:7])[N:5](COCC[Si](C)(C)C)[C:4]([C:16]2[CH:21]=[CH:20][C:19]([C:22]3[N:27]4[CH:28]=[C:29]([CH2:31][CH2:32][C:33]5[CH:42]=[CH:41][C:40]6[C:35](=[CH:36][CH:37]=[CH:38][CH:39]=6)[N:34]=5)[N:30]=[C:26]4[C:25]([N:43]4[CH2:48][CH2:47][O:46][CH2:45][CH2:44]4)=[N:24][CH:23]=3)=[CH:18][CH:17]=2)=[N:3]1.C(O)(C(F)(F)F)=O. The product is [CH3:1][N:2]1[C:6](=[O:7])[NH:5][C:4]([C:16]2[CH:17]=[CH:18][C:19]([C:22]3[N:27]4[CH:28]=[C:29]([CH2:31][CH2:32][C:33]5[CH:42]=[CH:41][C:40]6[C:35](=[CH:36][CH:37]=[CH:38][CH:39]=6)[N:34]=5)[N:30]=[C:26]4[C:25]([N:43]4[CH2:44][CH2:45][O:46][CH2:47][CH2:48]4)=[N:24][CH:23]=3)=[CH:20][CH:21]=2)=[N:3]1. The yield is 0.240. The catalyst is C(Cl)Cl. (6) The reactants are [C-:1]#[N:2].[K+].[C:4]1([CH:14]=[O:15])[C:13]2[C:8](=[CH:9][CH:10]=[CH:11][CH:12]=2)[CH:7]=[CH:6][CH:5]=1.C(O)(=O)C. The catalyst is CCOCC. The product is [OH:15][CH:14]([C:4]1[C:13]2[C:8](=[CH:9][CH:10]=[CH:11][CH:12]=2)[CH:7]=[CH:6][CH:5]=1)[C:1]#[N:2]. The yield is 0.910. (7) The reactants are [CH3:1][C:2]([CH3:6])([NH2:5])[CH2:3][NH2:4].[Cl:7][C:8]1[CH:13]=[CH:12][C:11]([C:14](=O)[CH:15](O)O)=[CH:10][CH:9]=1.[BH4-].[Na+].[C:21]([O:25][C:26](O[C:26]([O:25][C:21]([CH3:24])([CH3:23])[CH3:22])=[O:27])=[O:27])([CH3:24])([CH3:23])[CH3:22]. The catalyst is CO.O1CCCC1.[OH-].[Na+].C(OCC)(=O)C.O. The product is [Cl:7][C:8]1[CH:9]=[CH:10][C:11]([CH:14]2[CH2:15][N:4]([C:26]([O:25][C:21]([CH3:24])([CH3:23])[CH3:22])=[O:27])[CH2:3][C:2]([CH3:6])([CH3:1])[NH:5]2)=[CH:12][CH:13]=1. The yield is 0.280. (8) The reactants are [CH:1]1([NH:4][C:5]([NH:7][C:8]2[CH:13]=[CH:12][C:11]([C:14]3[N:15]=[C:16]([N:24]4[CH2:29][CH2:28][O:27][CH2:26][C@@H:25]4[CH3:30])[C:17]4[CH2:23][CH2:22][NH:21][CH2:20][C:18]=4[N:19]=3)=[CH:10][CH:9]=2)=[O:6])[CH2:3][CH2:2]1.[CH2:31]([N:33]=[C:34]=[O:35])[CH3:32]. The catalyst is C(Cl)Cl. The product is [CH:1]1([NH:4][C:5](=[O:6])[NH:7][C:8]2[CH:9]=[CH:10][C:11]([C:14]3[N:15]=[C:16]([N:24]4[CH2:29][CH2:28][O:27][CH2:26][C@@H:25]4[CH3:30])[C:17]4[CH2:23][CH2:22][N:21]([C:34]([NH:33][CH2:31][CH3:32])=[O:35])[CH2:20][C:18]=4[N:19]=3)=[CH:12][CH:13]=2)[CH2:2][CH2:3]1. The yield is 0.330.